This data is from Forward reaction prediction with 1.9M reactions from USPTO patents (1976-2016). The task is: Predict the product of the given reaction. Given the reactants [C:1]([O:5][C:6]([NH:8][C:9]1[CH:14]=[CH:13][C:12]([I:15])=[CH:11][CH:10]=1)=[O:7])([CH3:4])([CH3:3])[CH3:2].[H-].[Na+].[CH3:18]I, predict the reaction product. The product is: [C:1]([O:5][C:6]([N:8]([CH3:18])[C:9]1[CH:14]=[CH:13][C:12]([I:15])=[CH:11][CH:10]=1)=[O:7])([CH3:4])([CH3:2])[CH3:3].